Dataset: Peptide-MHC class I binding affinity with 185,985 pairs from IEDB/IMGT. Task: Regression. Given a peptide amino acid sequence and an MHC pseudo amino acid sequence, predict their binding affinity value. This is MHC class I binding data. (1) The peptide sequence is DIIRAHPWF. The MHC is HLA-B15:01 with pseudo-sequence HLA-B15:01. The binding affinity (normalized) is 0.102. (2) The peptide sequence is LELTEVFEF. The MHC is Mamu-A11 with pseudo-sequence Mamu-A11. The binding affinity (normalized) is 0.680. (3) The peptide sequence is PDVGVLFGL. The MHC is HLA-B40:02 with pseudo-sequence HLA-B40:02. The binding affinity (normalized) is 0.0724.